Dataset: Catalyst prediction with 721,799 reactions and 888 catalyst types from USPTO. Task: Predict which catalyst facilitates the given reaction. (1) Reactant: [CH:1]([C:3]1[C:11]([O:12][CH3:13])=[CH:10][C:9]([CH3:14])=[C:8]2[C:4]=1[CH:5]=[CH:6][N:7]2[C:15]([O:17][C:18]([CH3:21])([CH3:20])[CH3:19])=[O:16])=O.[CH3:22][O:23][C@H:24]1[CH2:29][CH2:28][NH:27][C@H:26]([C:30]2[CH:39]=[CH:38][C:33]([C:34]([O:36][CH3:37])=[O:35])=[CH:32][CH:31]=2)[CH2:25]1.[BH-](OC(C)=O)(OC(C)=O)OC(C)=O.[Na+]. Product: [CH3:13][O:12][C:11]1[C:3]([CH2:1][N:27]2[CH2:28][CH2:29][C@H:24]([O:23][CH3:22])[CH2:25][C@H:26]2[C:30]2[CH:39]=[CH:38][C:33]([C:34]([O:36][CH3:37])=[O:35])=[CH:32][CH:31]=2)=[C:4]2[C:8](=[C:9]([CH3:14])[CH:10]=1)[N:7]([C:15]([O:17][C:18]([CH3:20])([CH3:21])[CH3:19])=[O:16])[CH:6]=[CH:5]2. The catalyst class is: 279. (2) Reactant: [CH3:1][C:2]([CH3:25])([CH3:24])[CH2:3][N:4]([CH3:23])[C:5]1[N:10]=[CH:9][N:8]=[C:7]([NH:11][C:12]2[CH:13]=[C:14]([CH:19]=[CH:20][C:21]=2[CH3:22])[C:15]([NH:17][CH3:18])=[O:16])[CH:6]=1.C(=O)(O)[O-].[Na+].[Br:31]Br. Product: [Br:31][C:6]1[C:7]([NH:11][C:12]2[CH:13]=[C:14]([CH:19]=[CH:20][C:21]=2[CH3:22])[C:15]([NH:17][CH3:18])=[O:16])=[N:8][CH:9]=[N:10][C:5]=1[N:4]([CH2:3][C:2]([CH3:25])([CH3:24])[CH3:1])[CH3:23]. The catalyst class is: 34. (3) The catalyst class is: 8. Reactant: [F:1][C:2]1[CH:7]=[CH:6][C:5]([NH:8][C:9]2[CH:10]=[CH:11][C:12]3[C:18](=[O:19])[C:17]4[CH:20]=[CH:21][CH:22]=[CH:23][C:16]=4[CH2:15][O:14][C:13]=3[CH:24]=2)=[C:4]([N+:25]([O-])=O)[CH:3]=1.O.O.[Sn](Cl)Cl.[OH-].[Na+]. Product: [NH2:25][C:4]1[CH:3]=[C:2]([F:1])[CH:7]=[CH:6][C:5]=1[NH:8][C:9]1[CH:10]=[CH:11][C:12]2[C:18](=[O:19])[C:17]3[CH:20]=[CH:21][CH:22]=[CH:23][C:16]=3[CH2:15][O:14][C:13]=2[CH:24]=1. (4) Reactant: [C:1]([N:4]1[CH2:9][CH2:8][NH:7][CH2:6][CH2:5]1)(=[O:3])[CH3:2].C(N(CC)CC)C.[N+:17]([C:20]1[CH:21]=[C:22]([CH:25]=[CH:26][CH:27]=1)[CH2:23]Br)([O-:19])=[O:18]. Product: [C:1]([N:4]1[CH2:9][CH2:8][N:7]([CH2:23][C:22]2[CH:25]=[CH:26][CH:27]=[C:20]([N+:17]([O-:19])=[O:18])[CH:21]=2)[CH2:6][CH2:5]1)(=[O:3])[CH3:2]. The catalyst class is: 1. (5) Reactant: [B:1]([C:4]1[CH:12]=[CH:11][C:7]([C:8]([OH:10])=[O:9])=[CH:6][C:5]=1[O:13][CH3:14])([OH:3])[OH:2].O[C:16]([C:19](O)([CH3:21])[CH3:20])([CH3:18])[CH3:17]. Product: [CH3:14][O:13][C:5]1[CH:6]=[C:7]([CH:11]=[CH:12][C:4]=1[B:1]1[O:3][C:19]([CH3:21])([CH3:20])[C:16]([CH3:18])([CH3:17])[O:2]1)[C:8]([OH:10])=[O:9]. The catalyst class is: 182. (6) Reactant: [F:1][C:2]([F:18])([F:17])[C:3]1[O:7][N:6]=[C:5]([C:8]2[S:12][C:11]([C:13]([OH:15])=O)=[CH:10][CH:9]=2)[C:4]=1[CH3:16].[CH3:19][NH:20][C:21]([C@@H:23]1[CH2:28][CH2:27][CH2:26][NH:25][CH2:24]1)=[O:22].C1COCC1. Product: [CH3:19][NH:20][C:21]([C@@H:23]1[CH2:28][CH2:27][CH2:26][N:25]([C:13]([C:11]2[S:12][C:8]([C:5]3[C:4]([CH3:16])=[C:3]([C:2]([F:1])([F:18])[F:17])[O:7][N:6]=3)=[CH:9][CH:10]=2)=[O:15])[CH2:24]1)=[O:22]. The catalyst class is: 66. (7) Reactant: [BH4-].[Na+].O=[C:4]1[C@H:8]([NH:9][C:10](=[O:19])[O:11][CH2:12][C:13]2[CH:18]=[CH:17][CH:16]=[CH:15][CH:14]=2)[CH2:7][C:6](=[O:20])[O:5]1.Cl.C(O)C. Product: [O:20]=[C:6]1[O:5][CH2:4][C@H:8]([NH:9][C:10](=[O:19])[O:11][CH2:12][C:13]2[CH:18]=[CH:17][CH:16]=[CH:15][CH:14]=2)[CH2:7]1. The catalyst class is: 220. (8) The catalyst class is: 203. Reactant: Br[C:2]1[N:3]=[CH:4][C:5]([NH2:9])=[N:6][C:7]=1Cl.[F:10][C:11]1[CH:16]=[CH:15][C:14](B(O)O)=[CH:13][CH:12]=1.[O-]P([O-])([O-])=O.[K+].[K+].[K+]. Product: [F:10][C:11]1[CH:16]=[CH:15][C:14]([C:2]2[N:3]=[CH:4][C:5]([NH2:9])=[N:6][C:7]=2[C:14]2[CH:15]=[CH:16][C:11]([F:10])=[CH:12][CH:13]=2)=[CH:13][CH:12]=1. (9) Reactant: Cl.Cl.[Cl:3][C:4]1[CH:5]=[C:6]([C:10]2([CH2:16][CH2:17][N:18]3[C@H:23]4[CH2:24][CH2:25][C@@H:19]3[CH2:20][CH:21]([N:26]3[C:30]5[CH:31]=[CH:32][CH:33]=[CH:34][C:29]=5[N:28]=[C:27]3[CH3:35])[CH2:22]4)[CH2:15][CH2:14][NH:13][CH2:12][CH2:11]2)[CH:7]=[CH:8][CH:9]=1.[Cl:36][C:37]1[CH:45]=[CH:44][C:40]([C:41]([OH:43])=[O:42])=[CH:39][C:38]=1[S:46](=[O:49])(=[O:48])[NH2:47].C(N(CC)CC)C.F[P-](F)(F)(F)(F)F.N1(OC(N(C)C)=[N+](C)C)C2N=CC=CC=2N=N1. Product: [OH-:42].[NH4+:13].[Cl:36][C:37]1[CH:45]=[CH:44][C:40]([C:41]([N:13]2[CH2:12][CH2:11][C:10]([C:6]3[CH:7]=[CH:8][CH:9]=[C:4]([Cl:3])[CH:5]=3)([CH2:16][CH2:17][N:18]3[C@H:19]4[CH2:25][CH2:24][C@@H:23]3[CH2:22][CH:21]([N:26]3[C:30]5[CH:31]=[CH:32][CH:33]=[CH:34][C:29]=5[N:28]=[C:27]3[CH3:35])[CH2:20]4)[CH2:15][CH2:14]2)=[O:43])=[CH:39][C:38]=1[S:46]([NH2:47])(=[O:49])=[O:48]. The catalyst class is: 35.